From a dataset of Catalyst prediction with 721,799 reactions and 888 catalyst types from USPTO. Predict which catalyst facilitates the given reaction. (1) Reactant: F[C:2]1[CH:7]=[CH:6][C:5]([N+:8]([O-:10])=[O:9])=[CH:4][C:3]=1[O:11][CH3:12].[NH:13]1[CH2:18][CH2:17][CH:16]([N:19]2[CH2:24][CH2:23][O:22][CH2:21][CH2:20]2)[CH2:15][CH2:14]1.C(=O)([O-])[O-].[K+].[K+]. Product: [CH3:12][O:11][C:3]1[CH:4]=[C:5]([N+:8]([O-:10])=[O:9])[CH:6]=[CH:7][C:2]=1[N:13]1[CH2:18][CH2:17][CH:16]([N:19]2[CH2:24][CH2:23][O:22][CH2:21][CH2:20]2)[CH2:15][CH2:14]1. The catalyst class is: 115. (2) Reactant: [CH3:1][C@H:2]1[O:7][C@@H:6]([CH3:8])[CH2:5][N:4]([C:9]2[C:16]([F:17])=[C:15]([F:18])[C:14]([C:19]#[CH:20])=[CH:13][C:10]=2[CH:11]=[O:12])[CH2:3]1.CCN(C(C)C)C(C)C.Br[C:31]1[S:32][CH:33]=[N:34][N:35]=1. Product: [CH3:1][C@H:2]1[O:7][C@@H:6]([CH3:8])[CH2:5][N:4]([C:9]2[C:16]([F:17])=[C:15]([F:18])[C:14]([C:19]#[C:20][C:31]3[S:32][CH:33]=[N:34][N:35]=3)=[CH:13][C:10]=2[CH:11]=[O:12])[CH2:3]1. The catalyst class is: 870. (3) Product: [C:1]([C:3]1[C:4]2[C:13]([CH:14]3[CH2:18][CH2:17][CH2:16][CH2:15]3)=[N:12][N:11]([C:19]3[CH:20]=[C:21]([C:24]([O:26][CH3:27])=[O:25])[S:22][CH:23]=3)[C:5]=2[C:6](=[O:9])[NH:7][CH:8]=1)#[N:2]. Reactant: [C:1]([C:3]1[CH:8]=[N:7][C:6]([O:9]C)=[C:5]2[N:11]([C:19]3[CH:20]=[C:21]([C:24]([O:26][CH3:27])=[O:25])[S:22][CH:23]=3)[N:12]=[C:13]([CH:14]3[CH2:18][CH2:17][CH2:16][CH2:15]3)[C:4]=12)#[N:2].[I-].[Na+].Cl[Si](C)(C)C.O. The catalyst class is: 10. (4) Reactant: [OH-].[Na+].[CH2:3]([N:5]1[C:13]2[N:12]=[CH:11][NH:10][C:9]=2[C:8](=[O:14])[NH:7][C:6]1=[O:15])[CH3:4].[CH2:16](Cl)[C:17]1[CH:22]=[CH:21][CH:20]=[CH:19][CH:18]=1. Product: [CH2:16]([N:10]1[C:9]2[C:8](=[O:14])[NH:7][C:6](=[O:15])[N:5]([CH2:3][CH3:4])[C:13]=2[N:12]=[CH:11]1)[C:17]1[CH:22]=[CH:21][CH:20]=[CH:19][CH:18]=1. The catalyst class is: 72. (5) Reactant: [C:1]1([S:7]([N:10]2[C:14]3=[N:15][CH:16]=[C:17]([N+:20]([O-:22])=[O:21])[C:18](Cl)=[C:13]3[CH:12]=[CH:11]2)(=[O:9])=[O:8])[CH:6]=[CH:5][CH:4]=[CH:3][CH:2]=1.C(N(C(C)C)CC)(C)C.[CH2:32]([O:39][C:40]([N:42]1[CH2:47][CH2:46][CH2:45][C:44]([NH2:49])([CH3:48])[CH2:43]1)=[O:41])[C:33]1[CH:38]=[CH:37][CH:36]=[CH:35][CH:34]=1. Product: [CH2:32]([O:39][C:40]([N:42]1[CH2:47][CH2:46][CH2:45][C:44]([NH:49][C:18]2[C:17]([N+:20]([O-:22])=[O:21])=[CH:16][N:15]=[C:14]3[N:10]([S:7]([C:1]4[CH:6]=[CH:5][CH:4]=[CH:3][CH:2]=4)(=[O:9])=[O:8])[CH:11]=[CH:12][C:13]=23)([CH3:48])[CH2:43]1)=[O:41])[C:33]1[CH:38]=[CH:37][CH:36]=[CH:35][CH:34]=1. The catalyst class is: 51. (6) Reactant: C([O:3][C:4](=O)[CH2:5][O:6][C:7]1[CH:12]=[CH:11][C:10]([C:13]2[CH:18]=[CH:17][CH:16]=[CH:15][CH:14]=2)=[CH:9][CH:8]=1)C.CC(C[AlH]CC(C)C)C. Product: [C:10]1([C:13]2[CH:14]=[CH:15][CH:16]=[CH:17][CH:18]=2)[CH:9]=[CH:8][C:7]([O:6][CH2:5][CH2:4][OH:3])=[CH:12][CH:11]=1. The catalyst class is: 11. (7) Product: [F:23][C:24]1[CH:29]=[C:28]([C:2]2[C:7](=[O:8])[N:6]3[C:9]([CH3:12])=[CH:10][S:11][C:5]3=[N:4][C:3]=2[C@@H:13]([NH:15][C:16](=[O:22])[O:17][C:18]([CH3:21])([CH3:20])[CH3:19])[CH3:14])[CH:27]=[CH:26][CH:25]=1. The catalyst class is: 70. Reactant: Br[C:2]1[C:7](=[O:8])[N:6]2[C:9]([CH3:12])=[CH:10][S:11][C:5]2=[N:4][C:3]=1[C@@H:13]([NH:15][C:16](=[O:22])[O:17][C:18]([CH3:21])([CH3:20])[CH3:19])[CH3:14].[F:23][C:24]1[CH:25]=[C:26](B(O)O)[CH:27]=[CH:28][CH:29]=1.C(=O)([O-])[O-].[Na+].[Na+]. (8) Reactant: [NH2:1][C:2]1[N:10]=[C:9]2[N:4]([N:5]=[C:6]([C:11]3[CH:16]=[CH:15][C:14]([NH:17]C(=O)OC(C)(C)C)=[CH:13][CH:12]=3)[CH:7]=[CH:8]2)[N:3]=1.C(O)(C(F)(F)F)=O. Product: [NH2:17][C:14]1[CH:13]=[CH:12][C:11]([C:6]2[CH:7]=[CH:8][C:9]3[N:4]([N:3]=[C:2]([NH2:1])[N:10]=3)[N:5]=2)=[CH:16][CH:15]=1. The catalyst class is: 4. (9) Reactant: [C:1]1([CH:7]2[CH2:12][CH2:11][C:10](=O)[CH2:9][CH2:8]2)[CH:6]=[CH:5][CH:4]=[CH:3][CH:2]=1.C([O-])(=O)C.[NH4+].C([BH3-])#[N:20].[Na+].[Cl:23][C:24]1[CH:25]=[C:26]([N:30]=[C:31]=[O:32])[CH:27]=[CH:28][CH:29]=1. Product: [Cl:23][C:24]1[CH:25]=[C:26]([NH:30][C:31]([NH:20][CH:10]2[CH2:11][CH2:12][CH:7]([C:1]3[CH:6]=[CH:5][CH:4]=[CH:3][CH:2]=3)[CH2:8][CH2:9]2)=[O:32])[CH:27]=[CH:28][CH:29]=1. The catalyst class is: 5.